From a dataset of Forward reaction prediction with 1.9M reactions from USPTO patents (1976-2016). Predict the product of the given reaction. Given the reactants [CH3:1][C:2]1[O:6][C:5]([C:7]2[CH:12]=[CH:11][C:10]([C:13]([F:16])([F:15])[F:14])=[CH:9][CH:8]=2)=[N:4][C:3]=1[CH2:17][C:18]#N.[OH-:20].[Na+].CCO.[OH2:25], predict the reaction product. The product is: [CH3:1][C:2]1[O:6][C:5]([C:7]2[CH:12]=[CH:11][C:10]([C:13]([F:16])([F:15])[F:14])=[CH:9][CH:8]=2)=[N:4][C:3]=1[CH2:17][C:18]([OH:25])=[O:20].